From a dataset of Experimentally validated miRNA-target interactions with 360,000+ pairs, plus equal number of negative samples. Binary Classification. Given a miRNA mature sequence and a target amino acid sequence, predict their likelihood of interaction. (1) The miRNA is hsa-miR-6769a-5p with sequence AGGUGGGUAUGGAGGAGCCCU. The protein sequence of the target gene is MSVSVLSPSRLLGDVSGILQAASLLILLLLLIKAVQLYLHRQWLLKALQQFPCPPSHWLFGHIQELQQDQELQRIQKWVETFPSACPHWLWGGKVRVQLYDPDYMKVILGRSDPKSHGSYRFLAPWIGYGLLLLNGQTWFQHRRMLTPAFHYDILKPYVGLMADSVRVMLDKWEELLGQDSPLEVFQHVSLMTLDTIMKCAFSHQGSIQVDRNSQSYIQAISDLNNLVFSRVRNAFHQNDTIYSLTSAGRWTHRACQLAHQHTDQVIQLRKAQLQKEGELEKIKRKRHLDFLDILLLAKM.... Result: 1 (interaction). (2) The miRNA is hsa-miR-181c-3p with sequence AACCAUCGACCGUUGAGUGGAC. The protein sequence of the target gene is MGGSASSQLDEGKCAYIRGKTEASIKNFSPYYSRQYSVAFCNHVRSEVEQQRDLTSQFLKTKPPLEPGTVLYEAELSQFAEDIRKWKDRYIVIKNDFAVESYESKEAYQRGAVPKSRILPAGGKVLTSEEEYSLLSDKHFPDPTASSEKNSQPFVLLPKAFPVYLWQPYLRHGYFCFHEAAEQQKFSALLNDCIRHLNHDYMKQTTFEAQAFLEAVQFFRQEKGHYGSWEMTTGDEVQVLSKLVMEELLPTLQTDLLPKLKGKKNDRKRAWFGLLEEAYNLVQHQVSEGLNALKEECRAL.... Result: 0 (no interaction). (3) The miRNA is hsa-miR-6732-5p with sequence UAGGGGGUGGCAGGCUGGCC. The protein sequence of the target gene is MTSASTKVGEIFSAAGAAFTKLGELTMQLHPVADSSPAGAKWTETEIEMLRAAVKRFGDDLNHISCVIKERTVAQIKATVKRKVYEDSGIPLPAESPKKGPKKVASGVLSPPPAAPPPSSSSVPEAGGPPIKKQKADVTLSALNDSDANSDVVDIEGLGETPPAKKLNFDQA. Result: 0 (no interaction). (4) The miRNA is hsa-miR-615-3p with sequence UCCGAGCCUGGGUCUCCCUCUU. The protein sequence of the target gene is MMAALYPSTDLSGASSSSLPSSPSSSSPNEVMALKDVREVKEENTLNEKLFLLACDKGDYYMVKKILEENSSGDLNINCVDVLGRNAVTITIENENLDILQLLLDYGCQSADALLVAIDSEVVGAVDILLNHRPKRSSRPTIVKLMERIQNPEYSTTMDVAPVILAAHRNNYEILTMLLKQDVSLPKPHAVGCECTLCSAKNKKDSLRHSRFRLDIYRCLASPALIMLTEEDPILRAFELSADLKELSLVEVEFRNDYEELARQCKMFAKDLLAQARNSRELEVILNHTSSDEPLDKRGL.... Result: 1 (interaction). (5) The miRNA is hsa-miR-1183 with sequence CACUGUAGGUGAUGGUGAGAGUGGGCA. The protein sequence of the target gene is MLRNLLALRQIGQRTISTASRRHFKNKVPEKQKLFQEDDEIPLYLKGGVADALLYRATMILTVGGTAYAIYELAVASFPKKQE. Result: 0 (no interaction). (6) The miRNA is hsa-miR-3918 with sequence ACAGGGCCGCAGAUGGAGACU. The protein sequence of the target gene is MASILDEYENSLSRSAVLQPGCPSVGIPHSGYVNAQLEKEVPIFTKQRIDFTPSERITSLVVSSNQLCMSLGKDTLLRIDLGKANEPNHVELGRKDDAKVHKMFLDHTGSHLLIALSSTEVLYVNRNGQKVRPLARWKGQLVESVGWNKALGTESSTGPILVGTAQGHIFEAELSASEGGLFGPAPDLYFRPLYVLNEEGGPAPVCSLEAERGPDGRSFVIATTRQRLFQFIGRAAEGAEAQGFSGLFAAYTDHPPPFREFPSNLGYSELAFYTPKLRSAPRAFAWMMGDGVLYGALDCG.... Result: 1 (interaction). (7) The miRNA is hsa-miR-144-3p with sequence UACAGUAUAGAUGAUGUACU. The protein sequence of the target gene is MPSETLWEIAKAEVEKRGINGSEGDGAEIAEKFVFFIGSKNGGKTTIILRCLDRDEPPKPTLALEYTYGRRAKGHNTPKDIAHFWELGGGTSLLDLISIPITGDTLRTFSLVLVLDLSKPNDLWPTMENLLQATKSHVDKVIMKLGKTNAKAVSEMRQKIWNNMPKDHPDHELIDPFPVPLVIIGSKYDVFQDFESEKRKVICKTLRFVAHYYGASLMFTSKSEALLLKIRGVINQLAFGIDKSKSICVDQNKPLFITAGLDSFGQIGSPPVPENDIGKLHAHSPMELWKKVYEKLFPPK.... Result: 1 (interaction).